This data is from Catalyst prediction with 721,799 reactions and 888 catalyst types from USPTO. The task is: Predict which catalyst facilitates the given reaction. (1) Reactant: [CH2:1]([O:3][C:4](=[O:14])[C:5]1[CH:10]=[C:9](Br)[CH:8]=[N:7][C:6]=1[NH:12][CH3:13])[CH3:2].[CH2:15]([Zn]CC)[CH3:16]. Product: [CH2:1]([O:3][C:4](=[O:14])[C:5]1[CH:10]=[C:9]([CH2:15][CH3:16])[CH:8]=[N:7][C:6]=1[NH:12][CH3:13])[CH3:2]. The catalyst class is: 12. (2) Product: [C:35]([O:34][C:32]([NH:31][C@:4]([CH2:1][CH2:2][CH3:3])([CH2:10][CH2:11][CH2:12][C:13]1[CH:18]=[CH:17][C:16]([S:19][C:20]2[CH:25]=[CH:24][CH:23]=[C:22]([C:26]([F:29])([F:27])[F:28])[CH:21]=2)=[CH:15][C:14]=1[Cl:30])[C:5]([O:7][CH2:8][CH3:9])=[O:6])=[O:33])([CH3:38])([CH3:36])[CH3:37]. Reactant: [CH2:1]([C@@:4]([NH:31][C:32]([O:34][C:35]([CH3:38])([CH3:37])[CH3:36])=[O:33])([CH2:10][CH2:11][CH2:12][C:13]1[CH:18]=[CH:17][C:16]([S:19][C:20]2[CH:25]=[CH:24][CH:23]=[C:22]([C:26]([F:29])([F:28])[F:27])[CH:21]=2)=[CH:15][C:14]=1[Cl:30])[C:5]([O:7][CH2:8][CH3:9])=[O:6])[CH:2]=[CH2:3]. The catalyst class is: 13. (3) Product: [CH2:23]([N:15]1[CH2:16][CH2:17][CH2:18][N:13]([C:11]2[CH:10]=[N:9][N:8]([CH2:7][C:6]3[C:2]([CH3:1])=[N:3][O:4][C:5]=3[CH3:20])[CH:12]=2)[C:14]1=[O:19])[C:24]1[CH:29]=[CH:28][CH:27]=[CH:26][CH:25]=1. The catalyst class is: 3. Reactant: [CH3:1][C:2]1[C:6]([CH2:7][N:8]2[CH:12]=[C:11]([N:13]3[CH2:18][CH2:17][CH2:16][NH:15][C:14]3=[O:19])[CH:10]=[N:9]2)=[C:5]([CH3:20])[O:4][N:3]=1.[H-].[Na+].[CH2:23](Br)[C:24]1[CH:29]=[CH:28][CH:27]=[CH:26][CH:25]=1. (4) Reactant: Cl[C:2]1[CH:3]=[CH:4][C:5]2[N:6]([C:8]([C:18]3[CH:23]=[CH:22][N:21]=[C:20]4[N:24]([S:27]([C:30]5[CH:35]=[CH:34][C:33]([CH3:36])=[CH:32][CH:31]=5)(=[O:29])=[O:28])[CH:25]=[CH:26][C:19]=34)=[C:9]([C:11]3[CH:16]=[CH:15][C:14]([F:17])=[CH:13][CH:12]=3)[N:10]=2)[N:7]=1.Cl.[CH2:38]1[C:43]2([CH2:48][CH2:47][NH:46][CH2:45][CH2:44]2)[CH2:42][CH2:41][CH2:40][N:39]1[C:49]([O:51][C:52]([CH3:55])([CH3:54])[CH3:53])=[O:50].C(N(C(C)C)CC)(C)C. Product: [F:17][C:14]1[CH:15]=[CH:16][C:11]([C:9]2[N:10]=[C:5]3[CH:4]=[CH:3][C:2]([N:46]4[CH2:45][CH2:44][C:43]5([CH2:38][N:39]([C:49]([O:51][C:52]([CH3:53])([CH3:55])[CH3:54])=[O:50])[CH2:40][CH2:41][CH2:42]5)[CH2:48][CH2:47]4)=[N:7][N:6]3[C:8]=2[C:18]2[CH:23]=[CH:22][N:21]=[C:20]3[N:24]([S:27]([C:30]4[CH:35]=[CH:34][C:33]([CH3:36])=[CH:32][CH:31]=4)(=[O:29])=[O:28])[CH:25]=[CH:26][C:19]=23)=[CH:12][CH:13]=1. The catalyst class is: 709.